This data is from Forward reaction prediction with 1.9M reactions from USPTO patents (1976-2016). The task is: Predict the product of the given reaction. (1) Given the reactants Br[C:2]1[CH:3]=[CH:4][C:5]([F:23])=[C:6]([C:8]([NH:11][C:12](=[O:22])[O:13][CH:14]2[CH:19]3[CH2:20][CH2:21][N:16]([CH2:17][CH2:18]3)[CH2:15]2)([CH3:10])[CH3:9])[CH:7]=1.[C:24]1(B(O)O)[CH:29]=[CH:28][CH:27]=[CH:26][CH:25]=1, predict the reaction product. The product is: [F:23][C:5]1[CH:4]=[CH:3][C:2]([C:24]2[CH:29]=[CH:28][CH:27]=[CH:26][CH:25]=2)=[CH:7][C:6]=1[C:8]([NH:11][C:12](=[O:22])[O:13][CH:14]1[CH:19]2[CH2:20][CH2:21][N:16]([CH2:17][CH2:18]2)[CH2:15]1)([CH3:10])[CH3:9]. (2) Given the reactants [NH:1]([C:3]1[N:8]([CH2:9][CH:10]([CH3:12])[CH3:11])[C:7](=[O:13])[N:6]([CH3:14])[C:5](=[O:15])[CH:4]=1)[NH2:2].[Cl:16][C:17]1[CH:18]=[C:19]2[C:23](=[CH:24][CH:25]=1)[NH:22][CH:21]=[C:20]2[CH:26]=O.[C:28]([C:31]1[CH:32]=[C:33]([CH:37]=O)[N:34]([CH3:36])[CH:35]=1)(=[O:30])[CH3:29], predict the reaction product. The product is: [C:28]([C:31]1[CH:32]=[C:33]([C:37]2[N:2]([CH2:26][C:20]3[C:19]4[C:23](=[CH:24][CH:25]=[C:17]([Cl:16])[CH:18]=4)[NH:22][CH:21]=3)[N:1]=[C:3]3[C:4]=2[C:5](=[O:15])[N:6]([CH3:14])[C:7](=[O:13])[N:8]3[CH2:9][CH:10]([CH3:11])[CH3:12])[N:34]([CH3:36])[CH:35]=1)(=[O:30])[CH3:29].